This data is from Reaction yield outcomes from USPTO patents with 853,638 reactions. The task is: Predict the reaction yield, written as a fraction of the theoretical maximum amount of product (1.0 means a 100% yield; for example, 0.34 means a 34% yield). The reactants are [CH3:1][C:2]1([CH3:28])[C:11]2=[CH:12][CH:13]=[CH:14][C:15]3[C:16]([CH3:22])([CH3:21])[C:17]4[CH:18]=[CH:19][CH:20]=[C:7]5[C:8]=4[N:9]([C:10]=32)[C:4]2[C:5](=[CH:25][CH:26]=[CH:27][C:3]1=2)[C:6]5([CH3:24])[CH3:23].[Br:29]N1C(=O)CCC1=O. The catalyst is C(Cl)(Cl)Cl. The product is [Br:29][C:19]1[CH:20]=[C:7]2[C:6]([CH3:24])([CH3:23])[C:5]3[CH:25]=[CH:26][CH:27]=[C:3]4[C:2]([CH3:28])([CH3:1])[C:11]5[C:10]6[N:9]([C:4]=34)[C:8]2=[C:17]([C:16]([CH3:21])([CH3:22])[C:15]=6[CH:14]=[CH:13][CH:12]=5)[CH:18]=1. The yield is 0.920.